Dataset: Merck oncology drug combination screen with 23,052 pairs across 39 cell lines. Task: Regression. Given two drug SMILES strings and cell line genomic features, predict the synergy score measuring deviation from expected non-interaction effect. (1) Drug 1: CS(=O)(=O)CCNCc1ccc(-c2ccc3ncnc(Nc4ccc(OCc5cccc(F)c5)c(Cl)c4)c3c2)o1. Drug 2: CCc1cnn2c(NCc3ccc[n+]([O-])c3)cc(N3CCCCC3CCO)nc12. Cell line: UWB1289BRCA1. Synergy scores: synergy=12.6. (2) Drug 1: CCC1=CC2CN(C1)Cc1c([nH]c3ccccc13)C(C(=O)OC)(c1cc3c(cc1OC)N(C)C1C(O)(C(=O)OC)C(OC(C)=O)C4(CC)C=CCN5CCC31C54)C2. Drug 2: COC1=C2CC(C)CC(OC)C(O)C(C)C=C(C)C(OC(N)=O)C(OC)C=CC=C(C)C(=O)NC(=CC1=O)C2=O. Cell line: UWB1289. Synergy scores: synergy=28.6. (3) Drug 1: O=S1(=O)NC2(CN1CC(F)(F)F)C1CCC2Cc2cc(C=CCN3CCC(C(F)(F)F)CC3)ccc2C1. Drug 2: CCC1(O)C(=O)OCc2c1cc1n(c2=O)Cc2cc3c(CN(C)C)c(O)ccc3nc2-1. Cell line: OCUBM. Synergy scores: synergy=-7.15. (4) Drug 1: CCC1(O)CC2CN(CCc3c([nH]c4ccccc34)C(C(=O)OC)(c3cc4c(cc3OC)N(C)C3C(O)(C(=O)OC)C(OC(C)=O)C5(CC)C=CCN6CCC43C65)C2)C1. Drug 2: NC(=O)c1cccc2cn(-c3ccc(C4CCCNC4)cc3)nc12. Cell line: NCIH460. Synergy scores: synergy=3.17. (5) Drug 1: O=C(NOCC(O)CO)c1ccc(F)c(F)c1Nc1ccc(I)cc1F. Drug 2: COC1CC2CCC(C)C(O)(O2)C(=O)C(=O)N2CCCCC2C(=O)OC(C(C)CC2CCC(OP(C)(C)=O)C(OC)C2)CC(=O)C(C)C=C(C)C(O)C(OC)C(=O)C(C)CC(C)C=CC=CC=C1C. Cell line: A2058. Synergy scores: synergy=50.6.